Dataset: Forward reaction prediction with 1.9M reactions from USPTO patents (1976-2016). Task: Predict the product of the given reaction. (1) Given the reactants [NH2:1][C:2]1[CH:3]=[CH:4][C:5]([S:12](=[O:25])(=[O:24])[NH:13][C:14]2[CH:15]=[CH:16][C:17]3[CH2:21][O:20][B:19]([OH:22])[C:18]=3[CH:23]=2)=[C:6]([CH2:8][C:9](O)=[O:10])[CH:7]=1.[NH:26]1[CH2:30][CH2:29][CH2:28][CH2:27]1.C1CN([P+](ON2N=NC3C=CC=CC2=3)(N2CCCC2)N2CCCC2)CC1.F[P-](F)(F)(F)(F)F.O, predict the reaction product. The product is: [NH2:1][C:2]1[CH:3]=[CH:4][C:5]([S:12]([NH:13][C:14]2[CH:15]=[CH:16][C:17]3[CH2:21][O:20][B:19]([OH:22])[C:18]=3[CH:23]=2)(=[O:25])=[O:24])=[C:6]([CH2:8][C:9](=[O:10])[N:26]2[CH2:30][CH2:29][CH2:28][CH2:27]2)[CH:7]=1. (2) The product is: [OH:35][NH:34][C:20]([C:18]1[CH:17]=[CH:16][C:14]2[CH2:15][N:9]([C:7]([CH:4]3[CH2:3][CH2:2][O:1][CH2:6][CH2:5]3)=[O:8])[C@@H:10]([C:24]3[CH:29]=[CH:28][C:27]([C:30]([F:33])([F:31])[F:32])=[CH:26][CH:25]=3)[CH2:11][O:12][C:13]=2[CH:19]=1)=[O:21]. Given the reactants [O:1]1[CH2:6][CH2:5][CH:4]([C:7]([N:9]2[CH2:15][C:14]3[CH:16]=[CH:17][C:18]([C:20](OC)=[O:21])=[CH:19][C:13]=3[O:12][CH2:11][C@@H:10]2[C:24]2[CH:29]=[CH:28][C:27]([C:30]([F:33])([F:32])[F:31])=[CH:26][CH:25]=2)=[O:8])[CH2:3][CH2:2]1.[NH2:34][OH:35].[OH-].[Na+], predict the reaction product. (3) Given the reactants C(OC([N:8]1[CH2:14][CH2:13][C:12]2[CH:15]=[CH:16][C:17]([NH:19][C:20]3[N:43]=[C:23]4[C:24]([C:28]5[CH:33]=[CH:32][C:31]([S:34]([CH3:37])(=[O:36])=[O:35])=[CH:30][C:29]=5[O:38][CH2:39][CH:40]([F:42])[F:41])=[CH:25][CH:26]=[CH:27][N:22]4[N:21]=3)=[CH:18][C:11]=2[CH2:10][CH2:9]1)=O)(C)(C)C.FC(F)(F)C(O)=O, predict the reaction product. The product is: [F:42][CH:40]([F:41])[CH2:39][O:38][C:29]1[CH:30]=[C:31]([S:34]([CH3:37])(=[O:35])=[O:36])[CH:32]=[CH:33][C:28]=1[C:24]1[C:23]2[N:22]([N:21]=[C:20]([NH:19][C:17]3[CH:16]=[CH:15][C:12]4[CH2:13][CH2:14][NH:8][CH2:9][CH2:10][C:11]=4[CH:18]=3)[N:43]=2)[CH:27]=[CH:26][CH:25]=1. (4) Given the reactants I[CH2:2][CH2:3][CH2:4][C:5]#[C:6][C@H:7]1[CH2:12][CH2:11][C@H:10]([N:13]([CH3:27])[S:14]([C:17]2[CH:22]=[CH:21][C:20]([C:23]([F:26])([F:25])[F:24])=[CH:19][CH:18]=2)(=[O:16])=[O:15])[CH2:9][CH2:8]1.[CH3:28][NH:29][CH2:30][CH2:31][CH3:32], predict the reaction product. The product is: [CH3:27][N:13]([C@H:10]1[CH2:11][CH2:12][C@H:7]([C:6]#[C:5][CH2:4][CH2:3][CH2:2][N:29]([CH3:28])[CH2:30][CH2:31][CH3:32])[CH2:8][CH2:9]1)[S:14]([C:17]1[CH:22]=[CH:21][C:20]([C:23]([F:26])([F:25])[F:24])=[CH:19][CH:18]=1)(=[O:16])=[O:15]. (5) Given the reactants [C:1]1([C:7]2[C:15]3[C:10](=[CH:11][CH:12]=[C:13]([N:16]4[CH:20]=[CH:19][CH:18]=[CH:17]4)[CH:14]=3)[NH:9][C:8]=2[C:21]([O:23]CC)=[O:22])[CH:6]=[CH:5][CH:4]=[CH:3][CH:2]=1, predict the reaction product. The product is: [C:1]1([C:7]2[C:15]3[C:10](=[CH:11][CH:12]=[C:13]([N:16]4[CH:20]=[CH:19][CH:18]=[CH:17]4)[CH:14]=3)[NH:9][C:8]=2[C:21]([OH:23])=[O:22])[CH:2]=[CH:3][CH:4]=[CH:5][CH:6]=1. (6) Given the reactants [NH2:1][C@H:2]([C:11]([OH:13])=[O:12])[CH2:3][C:4]1[CH:9]=[CH:8][C:7]([OH:10])=[CH:6][CH:5]=1.[OH-].[Na+].[C:16](OC(=O)C)(=[O:18])[CH3:17].Cl, predict the reaction product. The product is: [C:16]([NH:1][C@H:2]([C:11]([OH:13])=[O:12])[CH2:3][C:4]1[CH:5]=[CH:6][C:7]([OH:10])=[CH:8][CH:9]=1)(=[O:18])[CH3:17]. (7) Given the reactants [C:1]1(B(O)O)[CH:6]=[CH:5][CH:4]=[CH:3][CH:2]=1.C1(P(C2CCCCC2)[C:17]2[CH:22]=[CH:21][CH:20]=[CH:19][C:18]=2[C:23]2C(OC)=C[CH:26]=[CH:25][C:24]=2OC)CCCCC1.[C:39](=[O:42])([O-])[O-:40].[K+].[K+], predict the reaction product. The product is: [CH3:26][C:25]1[C:39](=[O:42])[O:40][CH:23]([C:18]2[CH:19]=[CH:20][CH:21]=[CH:22][CH:17]=2)[C:24]=1[C:1]1[CH:6]=[CH:5][CH:4]=[CH:3][CH:2]=1. (8) Given the reactants [Cl:1][C:2]1[CH:3]=[C:4]([OH:9])[CH:5]=[CH:6][C:7]=1[Cl:8].[C:10](Cl)(=[O:12])[CH3:11].[Al+3].[Cl-].[Cl-].[Cl-], predict the reaction product. The product is: [Cl:1][C:2]1[C:7]([Cl:8])=[CH:6][C:5]([C:10](=[O:12])[CH3:11])=[C:4]([OH:9])[CH:3]=1. (9) Given the reactants CC1(C)[O:6][C@H:5]2[C@H:7]([NH:12][C:13]3[N:21]=[CH:20][N:19]=[C:18]4[C:14]=3[N:15]=[CH:16][NH:17]4)[CH2:8][C@H:9]([CH2:10][OH:11])[C@H:4]2[O:3]1.CCN(CC)CC.Cl[S:31]([NH2:34])(=[O:33])=[O:32].C(#N)C.Cl.O, predict the reaction product. The product is: [S:31](=[O:33])(=[O:32])([O:11][CH2:10][C@H:9]1[CH2:8][C@@H:7]([NH:12][C:13]2[N:21]=[CH:20][N:19]=[C:18]3[C:14]=2[N:15]=[CH:16][NH:17]3)[C@H:5]([OH:6])[C@@H:4]1[OH:3])[NH2:34]. (10) Given the reactants [F:1][C:2]1([F:17])[O:6][C:5]2[CH:7]=[CH:8][C:9]([C:11]3([C:14]([OH:16])=O)[CH2:13][CH2:12]3)=[CH:10][C:4]=2[O:3]1.CN(C(ON1N=NC2C=CC=NC1=2)=[N+](C)C)C.F[P-](F)(F)(F)(F)F.[NH2:42][C@H:43]1[C:52]2[C:47](=[CH:48][C:49]([C:53]([F:56])([F:55])[F:54])=[CH:50][CH:51]=2)[O:46][C@@H:45]([CH:57]2[CH2:62][CH2:61][CH2:60][CH:59]([C:63]([O:65][CH3:66])=[O:64])[CH2:58]2)[CH2:44]1.C(N(C(C)C)C(C)C)C, predict the reaction product. The product is: [F:17][C:2]1([F:1])[O:6][C:5]2[CH:7]=[CH:8][C:9]([C:11]3([C:14]([NH:42][C@H:43]4[C:52]5[C:47](=[CH:48][C:49]([C:53]([F:55])([F:56])[F:54])=[CH:50][CH:51]=5)[O:46][C@@H:45]([CH:57]5[CH2:62][CH2:61][CH2:60][CH:59]([C:63]([O:65][CH3:66])=[O:64])[CH2:58]5)[CH2:44]4)=[O:16])[CH2:12][CH2:13]3)=[CH:10][C:4]=2[O:3]1.